From a dataset of Reaction yield outcomes from USPTO patents with 853,638 reactions. Predict the reaction yield, written as a fraction of the theoretical maximum amount of product (1.0 means a 100% yield; for example, 0.34 means a 34% yield). (1) The reactants are [F:1][C:2]1[CH:3]=[C:4](C(O)=O)[C:5]2[CH:6]=[N:7][N:8]([CH3:11])[C:9]=2[CH:10]=1.C([N:17]([CH2:20]C)CC)C.C1(P(N=[N+]=[N-])(C2C=CC=CC=2)=[O:29])C=CC=CC=1.[CH3:39][C:40]([OH:43])([CH3:42])[CH3:41]. The catalyst is C1(C)C=CC=CC=1. The product is [F:1][C:2]1[CH:10]=[C:9]2[C:5]([CH:6]=[N:7][N:8]2[CH3:11])=[C:4]([NH:17][C:20](=[O:29])[O:43][C:40]([CH3:42])([CH3:41])[CH3:39])[CH:3]=1. The yield is 0.570. (2) The reactants are Cl[C:2]1[N:7]=[N:6][C:5]([C:8]([O:10]C)=[O:9])=[CH:4][CH:3]=1.CC1(C)C(C)(C)OB([C:20]2[CH2:21][CH2:22][O:23][CH2:24][CH:25]=2)O1.C([O-])([O-])=O.[Cs+].[Cs+].Cl. The catalyst is O1CCOCC1.C1C=CC([P]([Pd]([P](C2C=CC=CC=2)(C2C=CC=CC=2)C2C=CC=CC=2)([P](C2C=CC=CC=2)(C2C=CC=CC=2)C2C=CC=CC=2)[P](C2C=CC=CC=2)(C2C=CC=CC=2)C2C=CC=CC=2)(C2C=CC=CC=2)C2C=CC=CC=2)=CC=1.O. The product is [O:23]1[CH2:22][CH:21]=[C:20]([C:2]2[N:7]=[N:6][C:5]([C:8]([OH:10])=[O:9])=[CH:4][CH:3]=2)[CH2:25][CH2:24]1. The yield is 0.792.